This data is from Full USPTO retrosynthesis dataset with 1.9M reactions from patents (1976-2016). The task is: Predict the reactants needed to synthesize the given product. Given the product [Br:1][C:2]1[N:3]=[C:4]([C:22]2[CH:23]=[CH:24][C:25]([C:28]([F:31])([F:29])[F:30])=[CH:26][CH:27]=2)[N:5]([CH2:14][O:15][CH2:16][CH2:17][Si:18]([CH3:21])([CH3:20])[CH3:19])[C:6]=1[C:7]1[CH:8]=[CH:9][N:10]=[C:11]([Cl:13])[N:12]=1, predict the reactants needed to synthesize it. The reactants are: [Br:1][C:2]1[N:3]=[C:4]([C:22]2[CH:27]=[CH:26][C:25]([C:28]([F:31])([F:30])[F:29])=[CH:24][CH:23]=2)[N:5]([CH2:14][O:15][CH2:16][CH2:17][Si:18]([CH3:21])([CH3:20])[CH3:19])[C:6]=1[CH:7]1[NH:12][C:11]([Cl:13])=[N:10][CH:9]=[CH:8]1.